This data is from Peptide-MHC class II binding affinity with 134,281 pairs from IEDB. The task is: Regression. Given a peptide amino acid sequence and an MHC pseudo amino acid sequence, predict their binding affinity value. This is MHC class II binding data. (1) The peptide sequence is VAYFNMVYMPASWVM. The MHC is DRB1_1101 with pseudo-sequence DRB1_1101. The binding affinity (normalized) is 0.717. (2) The peptide sequence is RQIRMAKLLGRDPEQS. The MHC is DRB1_1301 with pseudo-sequence DRB1_1301. The binding affinity (normalized) is 0.293. (3) The peptide sequence is EAIIRILQQLLFIHFRIGCQHSR. The MHC is DRB3_0202 with pseudo-sequence DRB3_0202. The binding affinity (normalized) is 0.231.